Dataset: Full USPTO retrosynthesis dataset with 1.9M reactions from patents (1976-2016). Task: Predict the reactants needed to synthesize the given product. Given the product [CH2:1]([O:8][C:9]1[CH:18]=[CH:17][CH:16]=[C:15]2[C:10]=1[CH2:11][CH2:12][CH2:13][CH:14]2[C:19]([N:21]([C:22]1[CH:23]=[N:24][C:25]([CH:28]([CH3:30])[CH3:29])=[CH:26][CH:27]=1)[CH2:32][C:33]1[CH:34]=[N:35][C:36]([O:39][CH2:40][CH2:41][O:42][CH3:43])=[CH:37][CH:38]=1)=[O:20])[C:2]1[CH:7]=[CH:6][CH:5]=[CH:4][CH:3]=1, predict the reactants needed to synthesize it. The reactants are: [CH2:1]([O:8][C:9]1[CH:18]=[CH:17][CH:16]=[C:15]2[C:10]=1[CH2:11][CH2:12][CH2:13][CH:14]2[C:19]([NH:21][C:22]1[CH:23]=[N:24][C:25]([CH:28]([CH3:30])[CH3:29])=[CH:26][CH:27]=1)=[O:20])[C:2]1[CH:7]=[CH:6][CH:5]=[CH:4][CH:3]=1.O[CH2:32][C:33]1[CH:34]=[N:35][C:36]([O:39][CH2:40][CH2:41][O:42][CH3:43])=[CH:37][CH:38]=1.